This data is from Catalyst prediction with 721,799 reactions and 888 catalyst types from USPTO. The task is: Predict which catalyst facilitates the given reaction. Reactant: [CH3:1][O:2][C:3]1[CH:8]=[CH:7][C:6]([NH:9][C:10](=[NH:19])[C:11]2[CH:16]=[CH:15][C:14]([O:17][CH3:18])=[CH:13][CH:12]=2)=[CH:5][CH:4]=1.Br[CH2:21][C:22](=O)[C:23]([O:25][CH2:26][CH3:27])=[O:24].C(=O)([O-])O.[Na+]. Product: [CH2:26]([O:25][C:23]([C:22]1[N:19]=[C:10]([C:11]2[CH:16]=[CH:15][C:14]([O:17][CH3:18])=[CH:13][CH:12]=2)[N:9]([C:6]2[CH:5]=[CH:4][C:3]([O:2][CH3:1])=[CH:8][CH:7]=2)[CH:21]=1)=[O:24])[CH3:27]. The catalyst class is: 8.